From a dataset of Full USPTO retrosynthesis dataset with 1.9M reactions from patents (1976-2016). Predict the reactants needed to synthesize the given product. (1) Given the product [Br:1][C:2]1[C:7]([N+:10]([O-:12])=[O:11])=[C:6]([NH2:8])[CH:5]=[C:4]([Br:9])[N:3]=1, predict the reactants needed to synthesize it. The reactants are: [Br:1][C:2]1[CH:7]=[C:6]([NH2:8])[CH:5]=[C:4]([Br:9])[N:3]=1.[N+:10]([O-])([OH:12])=[O:11]. (2) Given the product [NH2:33][C:31]([CH3:36])([CH3:32])[CH2:30][O:29][C:28]1[CH:27]=[CH:26][C:24]([NH:25][C:7](=[O:8])[C:6]2[CH:10]=[CH:11][CH:12]=[C:4]([O:3][C:2]([F:14])([F:13])[F:1])[CH:5]=2)=[CH:23][C:22]=1[C:17]1[N:18]([CH3:21])[N:19]=[CH:20][C:16]=1[Br:15], predict the reactants needed to synthesize it. The reactants are: [F:1][C:2]([F:14])([F:13])[O:3][C:4]1[CH:5]=[C:6]([CH:10]=[CH:11][CH:12]=1)[C:7](Cl)=[O:8].[Br:15][C:16]1[CH:20]=[N:19][N:18]([CH3:21])[C:17]=1[C:22]1[CH:23]=[C:24]([CH:26]=[CH:27][C:28]=1[O:29][CH2:30][C:31]([CH3:36])([N+:33]([O-])=O)[CH3:32])[NH2:25].C(N(CC)C(C)C)(C)C. (3) The reactants are: [CH3:1][C:2](=O)[C:3]([CH3:6])([CH3:5])[CH3:4].[C:8](OCC)(=O)[C:9]([O:11][CH2:12][CH3:13])=[O:10].[O-]CC.[Na+].[Na].O.[NH2:24][NH2:25]. Given the product [CH2:12]([O:11][C:9]([C:8]1[CH:1]=[C:2]([C:3]([CH3:6])([CH3:5])[CH3:4])[NH:25][N:24]=1)=[O:10])[CH3:13], predict the reactants needed to synthesize it. (4) The reactants are: [C:1](Cl)(=[O:5])[C:2](Cl)=[O:3].[CH3:7][O:8][C:9]1[CH:10]=[C:11]([NH:15][C:16]2[C:17]([NH2:26])=[C:18]3[C:23](=[CH:24][CH:25]=2)[CH:22]=[CH:21][CH:20]=[CH:19]3)[CH:12]=[CH:13][CH:14]=1.C(=O)([O-])O.[Na+]. Given the product [CH3:7][O:8][C:9]1[CH:10]=[C:11]([N:15]2[C:16]3[CH:25]=[CH:24][C:23]4[CH:22]=[CH:21][CH:20]=[CH:19][C:18]=4[C:17]=3[NH:26][C:2](=[O:3])[C:1]2=[O:5])[CH:12]=[CH:13][CH:14]=1, predict the reactants needed to synthesize it. (5) Given the product [N:41]([CH2:2][C:3]1[C:11]2[N:10]=[C:9]([CH2:12][N:13]3[C:17]4[CH:18]=[CH:19][CH:20]=[CH:21][C:16]=4[N:15]([CH:22]([CH3:24])[CH3:23])[C:14]3=[O:25])[N:8]([CH2:26][CH2:27][CH:28]([CH3:30])[CH3:29])[C:7]=2[CH:6]=[CH:5][CH:4]=1)=[N+:42]=[N-:43], predict the reactants needed to synthesize it. The reactants are: Cl[CH2:2][C:3]1[C:11]2[N:10]=[C:9]([CH2:12][N:13]3[C:17]4[CH:18]=[CH:19][CH:20]=[CH:21][C:16]=4[N:15]([CH:22]([CH3:24])[CH3:23])[C:14]3=[O:25])[N:8]([CH2:26][CH2:27][CH:28]([CH3:30])[CH3:29])[C:7]=2[CH:6]=[CH:5][CH:4]=1.Cl.C(N(C(C)C)CC)(C)C.[N-:41]=[N+:42]=[N-:43].[Na+]. (6) Given the product [CH2:1]([O:3][C:4]([C:6]1[S:10][C:9]([C:11]2[CH:20]=[C:19]([O:21][S:32]([C:31]([F:44])([F:43])[F:30])(=[O:34])=[O:33])[C:18]3[C:13](=[CH:14][CH:15]=[C:16]([CH3:22])[CH:17]=3)[CH:12]=2)=[N:8][C:7]=1[CH3:23])=[O:5])[CH3:2], predict the reactants needed to synthesize it. The reactants are: [CH2:1]([O:3][C:4]([C:6]1[S:10][C:9]([C:11]2[CH:20]=[C:19]([OH:21])[C:18]3[C:13](=[CH:14][CH:15]=[C:16]([CH3:22])[CH:17]=3)[CH:12]=2)=[N:8][C:7]=1[CH3:23])=[O:5])[CH3:2].N1C=CC=CC=1.[F:30][C:31]([F:44])([F:43])[S:32](O[S:32]([C:31]([F:44])([F:43])[F:30])(=[O:34])=[O:33])(=[O:34])=[O:33].Cl.